Dataset: Peptide-MHC class II binding affinity with 134,281 pairs from IEDB. Task: Regression. Given a peptide amino acid sequence and an MHC pseudo amino acid sequence, predict their binding affinity value. This is MHC class II binding data. (1) The peptide sequence is IKYTRPGDSLAEVEL. The MHC is DRB1_1602 with pseudo-sequence DRB1_1602. The binding affinity (normalized) is 0.259. (2) The peptide sequence is YALFYKLDVVPIDNDNTSY. The MHC is DRB1_1602 with pseudo-sequence DRB1_1602. The binding affinity (normalized) is 0.711. (3) The peptide sequence is NIRYLVMAIVSDFSS. The MHC is DRB3_0101 with pseudo-sequence DRB3_0101. The binding affinity (normalized) is 0.447. (4) The peptide sequence is VIRDLAAMDGGGFYA. The MHC is DRB5_0101 with pseudo-sequence DRB5_0101. The binding affinity (normalized) is 0.655. (5) The peptide sequence is SIDLELSWNLNGLQAY. The MHC is HLA-DQA10101-DQB10501 with pseudo-sequence HLA-DQA10101-DQB10501. The binding affinity (normalized) is 0.568. (6) The peptide sequence is YQPAAMRRLSLILLA. The MHC is HLA-DPA10201-DPB10101 with pseudo-sequence HLA-DPA10201-DPB10101. The binding affinity (normalized) is 0.378.